From a dataset of NCI-60 drug combinations with 297,098 pairs across 59 cell lines. Regression. Given two drug SMILES strings and cell line genomic features, predict the synergy score measuring deviation from expected non-interaction effect. (1) Drug 1: C1CCC(CC1)NC(=O)N(CCCl)N=O. Drug 2: C#CCC(CC1=CN=C2C(=N1)C(=NC(=N2)N)N)C3=CC=C(C=C3)C(=O)NC(CCC(=O)O)C(=O)O. Cell line: RPMI-8226. Synergy scores: CSS=24.3, Synergy_ZIP=-1.87, Synergy_Bliss=-2.36, Synergy_Loewe=-1.30, Synergy_HSA=-1.97. (2) Drug 1: CC1=C(C=C(C=C1)NC2=NC=CC(=N2)N(C)C3=CC4=NN(C(=C4C=C3)C)C)S(=O)(=O)N.Cl. Drug 2: CC1C(C(CC(O1)OC2CC(CC3=C2C(=C4C(=C3O)C(=O)C5=CC=CC=C5C4=O)O)(C(=O)C)O)N)O. Cell line: KM12. Synergy scores: CSS=56.8, Synergy_ZIP=6.54, Synergy_Bliss=5.10, Synergy_Loewe=-13.3, Synergy_HSA=8.12. (3) Drug 1: CC1=C(C=C(C=C1)NC2=NC=CC(=N2)N(C)C3=CC4=NN(C(=C4C=C3)C)C)S(=O)(=O)N.Cl. Drug 2: CC1C(C(CC(O1)OC2CC(CC3=C2C(=C4C(=C3O)C(=O)C5=C(C4=O)C(=CC=C5)OC)O)(C(=O)CO)O)N)O.Cl. Cell line: SK-OV-3. Synergy scores: CSS=30.7, Synergy_ZIP=-0.876, Synergy_Bliss=2.42, Synergy_Loewe=-2.21, Synergy_HSA=5.60.